Dataset: Peptide-MHC class II binding affinity with 134,281 pairs from IEDB. Task: Regression. Given a peptide amino acid sequence and an MHC pseudo amino acid sequence, predict their binding affinity value. This is MHC class II binding data. (1) The peptide sequence is YALFYKLDVVPIDNDNTSY. The MHC is HLA-DQA10301-DQB10301 with pseudo-sequence HLA-DQA10301-DQB10301. The binding affinity (normalized) is 0.0955. (2) The peptide sequence is KGSNEKHLAVLVKYE. The MHC is HLA-DPA10103-DPB10401 with pseudo-sequence HLA-DPA10103-DPB10401. The binding affinity (normalized) is 0.260. (3) The peptide sequence is VGAKQENWNTSIKTL. The binding affinity (normalized) is 0. The MHC is DRB1_0405 with pseudo-sequence DRB1_0405. (4) The peptide sequence is NQEILELAQSETCSP. The MHC is HLA-DPA10201-DPB11401 with pseudo-sequence HLA-DPA10201-DPB11401. The binding affinity (normalized) is 0. (5) The peptide sequence is MRNVFDDVVPADFKV. The MHC is HLA-DPA10103-DPB10301 with pseudo-sequence HLA-DPA10103-DPB10301. The binding affinity (normalized) is 0.397. (6) The peptide sequence is AAVLFAATAAAAAAV. The MHC is HLA-DQA10102-DQB10602 with pseudo-sequence HLA-DQA10102-DQB10602. The binding affinity (normalized) is 0.695. (7) The peptide sequence is ESEFQAALSRKVAKL. The MHC is DRB5_0101 with pseudo-sequence DRB5_0101. The binding affinity (normalized) is 0.671.